The task is: Predict the reaction yield, written as a fraction of the theoretical maximum amount of product (1.0 means a 100% yield; for example, 0.34 means a 34% yield).. This data is from Reaction yield outcomes from USPTO patents with 853,638 reactions. (1) The reactants are [CH3:1][O:2][C:3]1[CH:20]=[CH:19][C:6]([O:7][C:8]2[CH:18]=[CH:17][CH:16]=[CH:15][C:9]=2[NH:10][S:11]([CH3:14])(=[O:13])=[O:12])=[CH:5][CH:4]=1.C(OC(=O)C)(=O)C.[N+:28]([O-])([OH:30])=[O:29]. The catalyst is C(O)(=O)C. The product is [N+:28]([C:17]1[CH:16]=[CH:15][C:9]([NH:10][S:11]([CH3:14])(=[O:12])=[O:13])=[C:8]([O:7][C:6]2[CH:19]=[CH:20][C:3]([O:2][CH3:1])=[CH:4][CH:5]=2)[CH:18]=1)([O-:30])=[O:29]. The yield is 0.843. (2) The reactants are [CH:1]1([CH2:6][CH:7]([C:11]2[CH:16]=[CH:15][C:14]([Cl:17])=[C:13]([Cl:18])[CH:12]=2)[C:8]([OH:10])=O)[CH2:5][CH2:4][CH2:3][CH2:2]1.C(Cl)(=O)C(Cl)=O.[F:25][C:26]1[CH:35]=[CH:34][C:29]2[N:30]=[C:31]([NH2:33])[S:32][C:28]=2[CH:27]=1.C(N(CC)C(C)C)(C)C. The catalyst is C(Cl)Cl.CN(C)C=O.O1CCCC1. The product is [CH:1]1([CH2:6][CH:7]([C:11]2[CH:16]=[CH:15][C:14]([Cl:17])=[C:13]([Cl:18])[CH:12]=2)[C:8]([NH:33][C:31]2[S:32][C:28]3[CH:27]=[C:26]([F:25])[CH:35]=[CH:34][C:29]=3[N:30]=2)=[O:10])[CH2:2][CH2:3][CH2:4][CH2:5]1. The yield is 0.950.